Dataset: Catalyst prediction with 721,799 reactions and 888 catalyst types from USPTO. Task: Predict which catalyst facilitates the given reaction. (1) Reactant: [NH2:1][C:2]1[CH:30]=[CH:29][C:5]2[NH:6][C:7]([C:12]3[C:13](=[O:28])[N:14]([CH2:23][CH2:24][CH:25]([CH3:27])[CH3:26])[C:15]4[C:20]([C:21]=3[OH:22])=[CH:19][CH:18]=[CH:17][N:16]=4)=[N:8][S:9](=[O:11])(=[O:10])[C:4]=2[CH:3]=1.[C:31]1([CH2:37][S:38](Cl)(=[O:40])=[O:39])[CH:36]=[CH:35][CH:34]=[CH:33][CH:32]=1. Product: [OH:22][C:21]1[C:20]2[C:15](=[N:16][CH:17]=[CH:18][CH:19]=2)[N:14]([CH2:23][CH2:24][CH:25]([CH3:27])[CH3:26])[C:13](=[O:28])[C:12]=1[C:7]1[NH:6][C:5]2[CH:29]=[CH:30][C:2]([NH:1][S:38]([CH2:37][C:31]3[CH:36]=[CH:35][CH:34]=[CH:33][CH:32]=3)(=[O:40])=[O:39])=[CH:3][C:4]=2[S:9](=[O:11])(=[O:10])[N:8]=1. The catalyst class is: 17. (2) Reactant: [C:1]([C:4]1[O:5][CH:6]=[CH:7][CH:8]=1)(=[O:3])[CH3:2].[Br:9]N1C(=O)CCC1=O. Product: [C:1]([C:4]1[O:5][C:6]([Br:9])=[CH:7][CH:8]=1)(=[O:3])[CH3:2]. The catalyst class is: 3. (3) Reactant: Cl[C:2]1[C:3]2[N:10]([CH3:11])[CH:9]=[CH:8][C:4]=2[N:5]=[CH:6][N:7]=1.[NH2:12][C:13]1[CH:29]=[CH:28][C:16]([O:17][C:18]2[CH:19]=[C:20]([CH:25]=[CH:26][CH:27]=2)[C:21]([O:23][CH3:24])=[O:22])=[C:15]([Cl:30])[CH:14]=1.C(=O)([O-])O.[Na+]. Product: [Cl:30][C:15]1[CH:14]=[C:13]([NH:12][C:2]2[C:3]3[N:10]([CH3:11])[CH:9]=[CH:8][C:4]=3[N:5]=[CH:6][N:7]=2)[CH:29]=[CH:28][C:16]=1[O:17][C:18]1[CH:19]=[C:20]([CH:25]=[CH:26][CH:27]=1)[C:21]([O:23][CH3:24])=[O:22]. The catalyst class is: 32. (4) Reactant: C[O:2][C:3](=[O:27])[C@H:4]([CH2:22][C:23]([CH3:26])([CH3:25])[CH3:24])[NH:5][C:6](=[O:21])[C@@H:7]([CH2:16][C:17]([CH3:20])([CH3:19])[CH3:18])[NH:8][C:9]([O:11][C:12]([CH3:15])([CH3:14])[CH3:13])=[O:10].O.[OH-].[Li+]. Product: [C:12]([O:11][C:9]([NH:8][C@@H:7]([C:6]([NH:5][C@H:4]([C:3]([OH:27])=[O:2])[CH2:22][C:23]([CH3:26])([CH3:25])[CH3:24])=[O:21])[CH2:16][C:17]([CH3:19])([CH3:20])[CH3:18])=[O:10])([CH3:13])([CH3:14])[CH3:15]. The catalyst class is: 30. (5) Reactant: [NH2:1][C:2]1[C:11]([F:12])=[C:10](F)[C:9]2[O:14][CH2:15][C@H:16]([CH3:17])[N:7]3[C:8]=2[C:3]=1[C:4](=[O:20])[C:5]([C:18]#[N:19])=[CH:6]3.[N:21]1[CH:26]=[CH:25][CH:24]=[C:23]([CH2:27][CH2:28][CH2:29][NH2:30])[CH:22]=1. Product: [NH2:1][C:2]1[C:11]([F:12])=[C:10]([NH:30][CH2:29][CH2:28][CH2:27][C:23]2[CH:22]=[N:21][CH:26]=[CH:25][CH:24]=2)[C:9]2[O:14][CH2:15][C@H:16]([CH3:17])[N:7]3[C:8]=2[C:3]=1[C:4](=[O:20])[C:5]([C:18]#[N:19])=[CH:6]3. The catalyst class is: 16. (6) Reactant: [Li+].[OH-].CC(C)(CC=C)COC(N[C@@H](CCCCCC=C)C([N:13]1[CH2:17][C@:16]([O:32][CH3:33])([C:18]2[CH:27]=[CH:26][C:25]3[C:20](=[CH:21][C:22]([CH:30]=[CH2:31])=[C:23]([O:28][CH3:29])[CH:24]=3)[CH:19]=2)[CH2:15][C@H:14]1[C:34]([O:36]C)=[O:35])=O)=O.CCOCC.[Cl-].[NH4+]. Product: [CH3:33][O:32][C:16]1([C:18]2[CH:27]=[CH:26][C:25]3[C:20](=[CH:21][C:22]([CH:30]=[CH2:31])=[C:23]([O:28][CH3:29])[CH:24]=3)[CH:19]=2)[CH2:17][NH:13][CH:14]([C:34]([OH:36])=[O:35])[CH2:15]1. The catalyst class is: 36.